From a dataset of Reaction yield outcomes from USPTO patents with 853,638 reactions. Predict the reaction yield, written as a fraction of the theoretical maximum amount of product (1.0 means a 100% yield; for example, 0.34 means a 34% yield). (1) The reactants are [C:1]1([SH:7])[CH:6]=[CH:5][CH:4]=[CH:3][CH:2]=1.[C:8](Cl)(=[O:12])[C:9](Cl)=[O:10].[Al+3].[Cl-].[Cl-].[Cl-].Cl. The catalyst is CCOCC.C(Cl)Cl. The product is [S:7]1[C:9](=[O:10])[C:8](=[O:12])[C:2]2[CH:3]=[CH:4][CH:5]=[CH:6][C:1]1=2. The yield is 0.780. (2) The product is [C:25]([C@@:17]1([F:24])[C@H:18]([OH:19])[C@@H:20]([CH2:22][OH:23])[O:21][C@H:16]1[N:13]1[CH:12]=[N:11][C:10]2[C:9](=[O:27])[NH:8][C:7]([NH2:6])=[N:15][C:14]1=2)#[CH:26]. The yield is 0.330. The catalyst is N.C(OCC)(=O)C. The reactants are C([NH:6][C:7]1[NH:8][C:9](=[O:27])[C:10]2[N:11]=[CH:12][N:13]([C@@H:16]3[O:21][C@H:20]([CH2:22][OH:23])[C@@H:18]([OH:19])[C@@:17]3([C:25]#[CH:26])[F:24])[C:14]=2[N:15]=1)(=O)C(C)C. (3) The catalyst is ClCCl.C(OCC)(=O)C. The product is [CH2:20]([C:19]([C:3]1[C:4]2[C:9](=[C:8]([CH:10]=[O:11])[CH:7]=[CH:6][CH:5]=2)[NH:1][CH:2]=1)([C:16]1[CH:15]=[CH:14][C:13]([F:12])=[CH:18][CH:17]=1)[CH2:22][CH3:23])[CH3:21]. The yield is 0.740. The reactants are [NH:1]1[C:9]2[C:4](=[CH:5][CH:6]=[CH:7][C:8]=2[CH:10]=[O:11])[CH:3]=[CH:2]1.[F:12][C:13]1[CH:18]=[CH:17][C:16]([C:19](O)([CH2:22][CH3:23])[CH2:20][CH3:21])=[CH:15][CH:14]=1.FC(F)(F)C(O)=O.C(=O)(O)[O-].[Na+].